From a dataset of NCI-60 drug combinations with 297,098 pairs across 59 cell lines. Regression. Given two drug SMILES strings and cell line genomic features, predict the synergy score measuring deviation from expected non-interaction effect. (1) Drug 1: CCC1=CC2CC(C3=C(CN(C2)C1)C4=CC=CC=C4N3)(C5=C(C=C6C(=C5)C78CCN9C7C(C=CC9)(C(C(C8N6C)(C(=O)OC)O)OC(=O)C)CC)OC)C(=O)OC.C(C(C(=O)O)O)(C(=O)O)O. Drug 2: C(CC(=O)O)C(=O)CN.Cl. Cell line: HCC-2998. Synergy scores: CSS=59.9, Synergy_ZIP=-5.24, Synergy_Bliss=-4.01, Synergy_Loewe=-1.27, Synergy_HSA=-0.391. (2) Drug 1: CC1C(C(CC(O1)OC2CC(CC3=C2C(=C4C(=C3O)C(=O)C5=C(C4=O)C(=CC=C5)OC)O)(C(=O)C)O)N)O.Cl. Drug 2: CCC1(C2=C(COC1=O)C(=O)N3CC4=CC5=C(C=CC(=C5CN(C)C)O)N=C4C3=C2)O.Cl. Cell line: OVCAR3. Synergy scores: CSS=40.5, Synergy_ZIP=-3.53, Synergy_Bliss=-0.0451, Synergy_Loewe=-12.4, Synergy_HSA=2.11. (3) Drug 1: C(=O)(N)NO. Drug 2: CC12CCC3C(C1CCC2OP(=O)(O)O)CCC4=C3C=CC(=C4)OC(=O)N(CCCl)CCCl.[Na+]. Cell line: LOX IMVI. Synergy scores: CSS=0.962, Synergy_ZIP=0.355, Synergy_Bliss=-1.94, Synergy_Loewe=-5.32, Synergy_HSA=-2.92. (4) Drug 2: C1=NC2=C(N=C(N=C2N1C3C(C(C(O3)CO)O)O)F)N. Cell line: MDA-MB-435. Synergy scores: CSS=12.6, Synergy_ZIP=-3.30, Synergy_Bliss=1.64, Synergy_Loewe=2.22, Synergy_HSA=2.21. Drug 1: C1C(C(OC1N2C=C(C(=O)NC2=O)F)CO)O.